From a dataset of hERG Central: cardiac toxicity at 1µM, 10µM, and general inhibition. Predict hERG channel inhibition at various concentrations. (1) The molecule is Cc1ccn(CC(=O)NC2CCCN(Cc3ccc(CC(C)C)cc3)C2)n1. Results: hERG_inhib (hERG inhibition (general)): blocker. (2) The drug is O=C(c1ccc(CS(=O)Cc2ccc(Cl)cc2)o1)N1CCN(c2cccc(Cl)c2)CC1. Results: hERG_inhib (hERG inhibition (general)): blocker. (3) The molecule is COc1ccccc1C(CNC(=O)c1ccc(NS(=O)(=O)c2ccc(F)c(C)c2)cc1)N1CCCC1. Results: hERG_inhib (hERG inhibition (general)): blocker. (4) The compound is O=C(NCCCN1CCc2ccccc2C1)C1CCN(c2nnc(-n3cccc3)s2)CC1. Results: hERG_inhib (hERG inhibition (general)): blocker. (5) The molecule is Cc1nc(N2CCN(Cc3nc4ccccc4[nH]3)CC2)c2oc3ccccc3c2n1. Results: hERG_inhib (hERG inhibition (general)): blocker. (6) Results: hERG_inhib (hERG inhibition (general)): blocker. The drug is CN(CCCC(=O)Nc1ccncc1)S(=O)(=O)c1ccc(Cl)cc1. (7) The molecule is Cc1cc(C)cc(N(CC(=O)N2CCC(C)CC2)S(=O)(=O)c2ccccc2)c1. Results: hERG_inhib (hERG inhibition (general)): blocker.